Dataset: NCI-60 drug combinations with 297,098 pairs across 59 cell lines. Task: Regression. Given two drug SMILES strings and cell line genomic features, predict the synergy score measuring deviation from expected non-interaction effect. (1) Drug 1: C1=CN(C=N1)CC(O)(P(=O)(O)O)P(=O)(O)O. Drug 2: CC1C(C(CC(O1)OC2CC(OC(C2O)C)OC3=CC4=CC5=C(C(=O)C(C(C5)C(C(=O)C(C(C)O)O)OC)OC6CC(C(C(O6)C)O)OC7CC(C(C(O7)C)O)OC8CC(C(C(O8)C)O)(C)O)C(=C4C(=C3C)O)O)O)O. Cell line: A498. Synergy scores: CSS=8.06, Synergy_ZIP=-0.190, Synergy_Bliss=0.0630, Synergy_Loewe=-25.5, Synergy_HSA=-0.849. (2) Drug 1: C1=NC(=NC(=O)N1C2C(C(C(O2)CO)O)O)N. Drug 2: CS(=O)(=O)CCNCC1=CC=C(O1)C2=CC3=C(C=C2)N=CN=C3NC4=CC(=C(C=C4)OCC5=CC(=CC=C5)F)Cl. Cell line: ACHN. Synergy scores: CSS=39.7, Synergy_ZIP=-11.0, Synergy_Bliss=-2.08, Synergy_Loewe=0.331, Synergy_HSA=-0.0191.